Predict the reactants needed to synthesize the given product. From a dataset of Full USPTO retrosynthesis dataset with 1.9M reactions from patents (1976-2016). (1) The reactants are: [CH2:1]([N:8]1[CH2:12][C@H:11]([C:13]2[CH:18]=[CH:17][C:16]([F:19])=[C:15]([F:20])[CH:14]=2)[C@@H:10]([C@H:21]([OH:31])[CH2:22][O:23][Si:24]([C:27]([CH3:30])([CH3:29])[CH3:28])([CH3:26])[CH3:25])[CH2:9]1)[C:2]1[CH:7]=[CH:6][CH:5]=[CH:4][CH:3]=1.[Cl:32][C:33]1[CH:34]=[CH:35][C:36](O)=[N:37][CH:38]=1. Given the product [CH2:1]([N:8]1[CH2:12][C@H:11]([C:13]2[CH:18]=[CH:17][C:16]([F:19])=[C:15]([F:20])[CH:14]=2)[C@@H:10]([C@@H:21]([O:31][C:36]2[CH:35]=[CH:34][C:33]([Cl:32])=[CH:38][N:37]=2)[CH2:22][O:23][Si:24]([C:27]([CH3:28])([CH3:30])[CH3:29])([CH3:26])[CH3:25])[CH2:9]1)[C:2]1[CH:7]=[CH:6][CH:5]=[CH:4][CH:3]=1, predict the reactants needed to synthesize it. (2) Given the product [Br:1][C:2]1[C:3]([F:10])=[C:4]([CH:5]=[CH:6][CH:7]=1)[CH:8]=[O:9], predict the reactants needed to synthesize it. The reactants are: [Br:1][C:2]1[C:3]([F:10])=[C:4]([CH2:8][OH:9])[CH:5]=[CH:6][CH:7]=1. (3) Given the product [CH2:1]([C:3]1[S:7][C:6]([C:8]([OH:10])=[O:9])=[CH:5][CH:4]=1)[CH2:2][CH2:12][CH3:13], predict the reactants needed to synthesize it. The reactants are: [CH2:1]([C:3]1[S:7][C:6]([C:8]([OH:10])=[O:9])=[CH:5][CH:4]=1)[CH3:2].S1C=C[CH:13]=[C:12]1C(O)=O.ICCCC. (4) The reactants are: [Cl:1][C:2]1[N:7]=[C:6](Cl)[CH:5]=[CH:4][N:3]=1.[CH3:9][C:10]1[CH:16]=[CH:15][C:14]([CH3:17])=[CH:13][C:11]=1[NH2:12].C(N(CC)CC)C. Given the product [CH3:14][CH2:13][CH2:11][CH:10]([CH3:16])[CH3:9].[Cl:1][C:2]1[N:7]=[C:6]([NH:12][C:11]2[CH:13]=[C:14]([CH3:17])[CH:15]=[CH:16][C:10]=2[CH3:9])[CH:5]=[CH:4][N:3]=1, predict the reactants needed to synthesize it. (5) Given the product [C:12]([C:15]1[C:23]2[C:18](=[CH:19][C:20]([Br:24])=[C:21]([F:11])[CH:22]=2)[N:17]([CH2:25][C:26]([O:28][C:29]([CH3:32])([CH3:31])[CH3:30])=[O:27])[CH:16]=1)(=[O:14])[CH3:13].[C:12]([C:15]1[C:23]2[C:18](=[CH:19][C:20]([Br:24])=[C:21]([F:11])[CH:22]=2)[N:17]([CH2:25][C:26]([OH:28])=[O:27])[CH:16]=1)(=[O:14])[CH3:13], predict the reactants needed to synthesize it. The reactants are: BrC1C=C2C(C=CN2)=CC=1[F:11].[C:12]([C:15]1[C:23]2[C:18](=[CH:19][C:20]([Br:24])=[CH:21][CH:22]=2)[N:17]([CH2:25][C:26]([O:28][C:29]([CH3:32])([CH3:31])[CH3:30])=[O:27])[CH:16]=1)(=[O:14])[CH3:13].Cl.